Task: Predict the reactants needed to synthesize the given product.. Dataset: Full USPTO retrosynthesis dataset with 1.9M reactions from patents (1976-2016) (1) Given the product [C:1]([NH:9][C:10]1[CH:11]=[C:12]([NH:17][C:18](=[O:26])[C:19]2[CH:24]=[CH:23][C:22]([N:27]3[CH2:32][CH2:31][CH:30]([OH:33])[CH2:29][CH2:28]3)=[N:21][CH:20]=2)[CH:13]=[CH:14][C:15]=1[Cl:16])(=[O:8])[C:2]1[CH:7]=[CH:6][CH:5]=[CH:4][CH:3]=1, predict the reactants needed to synthesize it. The reactants are: [C:1]([NH:9][C:10]1[CH:11]=[C:12]([NH:17][C:18](=[O:26])[C:19]2[CH:24]=[CH:23][C:22](Cl)=[N:21][CH:20]=2)[CH:13]=[CH:14][C:15]=1[Cl:16])(=[O:8])[C:2]1[CH:7]=[CH:6][CH:5]=[CH:4][CH:3]=1.[NH:27]1[CH2:32][CH2:31][CH:30]([OH:33])[CH2:29][CH2:28]1. (2) The reactants are: Cl[C:2]1[C:7]([CH:8]=[O:9])=[C:6]([N:10]2[C:22](=[O:23])[C:14]3=[CH:15][N:16]4[C:21]([CH2:20][CH2:19][CH2:18][CH2:17]4)=[C:13]3[CH:12]=[N:11]2)[N:5]=[CH:4][CH:3]=1.C([CH:26]1[CH2:31][N:30]([CH:32]2[CH2:35][O:34][CH2:33]2)[CH2:29][CH2:28][N:27]1[C:36]1[CH:37]=[CH:38][C:39]([NH:42][C:43]2[C:44](=[O:59])[N:45]([CH3:58])[CH:46]=[C:47](B3OC(C)(C)C(C)(C)O3)[CH:48]=2)=[N:40][CH:41]=1)C.C([O-])([O-])=O.[Na+].[Na+].CN(C=O)C. Given the product [CH3:58][N:45]1[C:44](=[O:59])[C:43]([NH:42][C:39]2[CH:38]=[CH:37][C:36]([N:27]3[CH2:28][CH2:29][N:30]([CH:32]4[CH2:33][O:34][CH2:35]4)[CH2:31][CH2:26]3)=[CH:41][N:40]=2)=[CH:48][C:47]([C:2]2[C:7]([CH:8]=[O:9])=[C:6]([N:10]3[C:22](=[O:23])[C:14]4=[CH:15][N:16]5[C:21]([CH2:20][CH2:19][CH2:18][CH2:17]5)=[C:13]4[CH:12]=[N:11]3)[N:5]=[CH:4][CH:3]=2)=[CH:46]1, predict the reactants needed to synthesize it. (3) Given the product [Cl:12][C:9]1[CH:10]=[C:11]2[C:6](=[CH:7][CH:8]=1)[N:5]=[C:4]([N:13]1[CH2:19][CH2:18][CH2:17][C:16]3[CH:20]=[CH:21][CH:22]=[CH:23][C:15]=3[CH2:14]1)[CH:3]=[C:2]2[CH2:26][CH:25]=[CH2:24].[Cl:12][C:9]1[CH:10]=[C:11]2[C:6](=[CH:7][CH:8]=1)[N:5]=[C:4]([N:13]1[CH2:19][CH2:18][CH2:17][C:16]3[CH:20]=[CH:21][CH:22]=[CH:23][C:15]=3[CH2:14]1)[CH:3]=[CH:2]2, predict the reactants needed to synthesize it. The reactants are: Cl[C:2]1[C:11]2[C:6](=[CH:7][CH:8]=[C:9]([Cl:12])[CH:10]=2)[N:5]=[C:4]([N:13]2[CH2:19][CH2:18][CH2:17][C:16]3[CH:20]=[CH:21][CH:22]=[CH:23][C:15]=3[CH2:14]2)[CH:3]=1.[CH2:24](B1OC(C)(C)C(C)(C)O1)[CH:25]=[CH2:26].C(=O)([O-])[O-].[K+].[K+].COCCOC. (4) Given the product [CH3:1][NH:2][C@@:3]1([C:10]2[CH:11]=[CH:12][CH:13]=[CH:14][C:15]=2[Cl:16])[C:8](=[O:9])[CH2:7][CH2:6][CH2:5][CH2:4]1, predict the reactants needed to synthesize it. The reactants are: [CH3:1][NH:2][C@@:3]1([C:10]2[CH:11]=[CH:12][CH:13]=[CH:14][C:15]=2[Cl:16])[C:8](=[O:9])[CH2:7][CH2:6][CH2:5][CH2:4]1.Cl.C([O-])(=O)CCCCCCCCCCCCCCCCC.[Mg+2].C([O-])(=O)CCCCCCCCCCCCCCCCC.